From a dataset of Full USPTO retrosynthesis dataset with 1.9M reactions from patents (1976-2016). Predict the reactants needed to synthesize the given product. (1) The reactants are: [C:1]([O:5][C:6]([NH:8][C:9]1[N:10]=[CH:11][C:12]2[CH:13]=[CH:14][CH:15]=[C:16](C(OC)=O)[C:17]=2[CH:18]=1)=[O:7])([CH3:4])([CH3:3])[CH3:2].CC(C[AlH]CC(C)C)C.[C@H](O)(C([O-])=O)[C@@H](O)[C:34]([O-])=[O:35].[Na+].[K+]. Given the product [OH:35][CH2:34][C:13]1[CH:14]=[CH:15][CH:16]=[C:17]2[C:12]=1[CH:11]=[N:10][C:9]([NH:8][C:6](=[O:7])[O:5][C:1]([CH3:2])([CH3:3])[CH3:4])=[CH:18]2, predict the reactants needed to synthesize it. (2) The reactants are: FC(F)(F)S(O[C:7]1[CH:12]=[CH:11][CH:10]=[C:9]([S:13]([C:16]2[CH:21]=[CH:20][C:19]([CH2:22][CH2:23][N:24]([CH2:35][C:36]3[CH:41]=[CH:40][CH:39]=[CH:38][CH:37]=3)[CH2:25][C@@H:26]([C:28]3[CH:33]=[CH:32][CH:31]=[C:30]([Cl:34])[CH:29]=3)[OH:27])=[CH:18][CH:17]=2)(=[O:15])=[O:14])[CH:8]=1)(=O)=O.[C:44]([C:47]1[CH:52]=[CH:51][CH:50]=[CH:49][C:48]=1B(O)O)([OH:46])=[O:45].C(=O)([O-])[O-].[Na+].[Na+].P([O-])([O-])([O-])=O. Given the product [CH2:35]([N:24]([CH2:25][C@@H:26]([C:28]1[CH:33]=[CH:32][CH:31]=[C:30]([Cl:34])[CH:29]=1)[OH:27])[CH2:23][CH2:22][C:19]1[CH:18]=[CH:17][C:16]([S:13]([C:9]2[CH:8]=[C:7]([C:48]3[C:47]([C:44]([OH:46])=[O:45])=[CH:52][CH:51]=[CH:50][CH:49]=3)[CH:12]=[CH:11][CH:10]=2)(=[O:14])=[O:15])=[CH:21][CH:20]=1)[C:36]1[CH:37]=[CH:38][CH:39]=[CH:40][CH:41]=1, predict the reactants needed to synthesize it. (3) Given the product [Cl:26][C:7]1[CH:8]=[CH:3][CH:4]=[C:5]([CH3:25])[C:6]=1[S:10]([N:13]1[CH2:18][CH2:17][CH2:16][CH2:15][C@H:14]1[CH2:19][O:20][CH2:21][C:22]([OH:24])=[O:23])(=[O:12])=[O:11], predict the reactants needed to synthesize it. The reactants are: CO[C:3]1[CH:8]=[C:7](C)[C:6]([S:10]([N:13]2[CH2:18][CH2:17][CH2:16][CH2:15][C@H:14]2[CH2:19][O:20][CH2:21][C:22]([OH:24])=[O:23])(=[O:12])=[O:11])=[C:5]([CH3:25])[CH:4]=1.[Cl:26]C1C=CC=C(C)C=1S(Cl)(=O)=O. (4) Given the product [CH3:38][C:28]1[CH:33]=[CH:32][C:31]([S:34]([NH:27][C:24]2[CH:25]=[CH:26][C:21]([NH:20][C:18]3[S:19][C:15]([C:11]4[CH:12]=[CH:13][CH:14]=[C:9]([N+:6]([O-:8])=[O:7])[CH:10]=4)=[N:16][N:17]=3)=[CH:22][CH:23]=2)(=[O:36])=[O:35])=[CH:30][CH:29]=1, predict the reactants needed to synthesize it. The reactants are: S(Cl)(Cl)(=O)=O.[N+:6]([C:9]1[CH:10]=[C:11]([C:15]2[S:19][C:18]([NH:20][C:21]3[CH:26]=[CH:25][C:24]([NH2:27])=[CH:23][CH:22]=3)=[N:17][N:16]=2)[CH:12]=[CH:13][CH:14]=1)([O-:8])=[O:7].[C:28]1([CH3:38])[CH:33]=[CH:32][C:31]([S:34](Cl)(=[O:36])=[O:35])=[CH:30][CH:29]=1. (5) Given the product [Cl:1][C:2]1[CH:3]=[C:4](/[CH:5]=[C:15](\[C:16]#[N:17])/[C:14]([O:13][CH2:11][CH3:12])=[O:18])[CH:7]=[CH:8][C:9]=1[Cl:10], predict the reactants needed to synthesize it. The reactants are: [Cl:1][C:2]1[CH:3]=[C:4]([CH:7]=[CH:8][C:9]=1[Cl:10])[CH:5]=O.[CH2:11]([O:13][C:14](=[O:18])[CH2:15][C:16]#[N:17])[CH3:12].O. (6) Given the product [I:11][C:4]1[CH:5]=[C:6]([Cl:8])[CH:7]=[C:2]([CH3:1])[C:3]=1[OH:9], predict the reactants needed to synthesize it. The reactants are: [CH3:1][C:2]1[CH:7]=[C:6]([Cl:8])[CH:5]=[CH:4][C:3]=1[OH:9].[Na+].[I-:11].[OH-].[Na+].[O-]Cl.[Na+].[O-]S([O-])(=S)=O.[Na+].[Na+].Cl.